From a dataset of Full USPTO retrosynthesis dataset with 1.9M reactions from patents (1976-2016). Predict the reactants needed to synthesize the given product. (1) Given the product [CH2:8]([O:7][C:5]([CH:4]1[CH2:14][N:15]([CH3:12])[N:16]=[C:3]1[CH:2]([F:11])[F:1])=[O:6])[CH3:9], predict the reactants needed to synthesize it. The reactants are: [F:1][CH:2]([F:11])[C:3](=O)[CH2:4][C:5]([O:7][CH2:8][CH3:9])=[O:6].[CH2:12]=O.[CH3:14][NH:15][NH2:16].Cl. (2) Given the product [CH:1]1([C@:4]2([OH:12])[CH2:8][CH2:7][N:6]([C:14]3[CH:21]=[CH:20][C:17]([C:18]#[N:19])=[C:16]([O:22][CH3:23])[CH:15]=3)[C@H:5]2[CH2:9][CH3:11])[CH2:2][CH2:3]1, predict the reactants needed to synthesize it. The reactants are: [CH:1]1([C@:4]2([OH:12])[CH2:8][CH2:7][NH:6][C@H:5]2[CH:9]([CH3:11])C)[CH2:3][CH2:2]1.F[C:14]1[CH:21]=[CH:20][C:17]([C:18]#[N:19])=[C:16]([O:22][CH3:23])[CH:15]=1.C(=O)([O-])[O-].[Li+].[Li+]. (3) Given the product [C:29]([NH:28][CH:14]([B:15]1[O:23][CH:22]2[C:17]([CH3:27])([CH:18]3[CH2:24][CH:20]([CH2:21]2)[C:19]3([CH3:26])[CH3:25])[O:16]1)[CH2:13][C:9]1[C:8]([O:33][CH3:34])=[C:7]([CH:12]=[CH:11][CH:10]=1)[C:6]([OH:35])=[O:5])(=[O:32])[CH2:30][CH3:31], predict the reactants needed to synthesize it. The reactants are: C([O:5][C:6](=[O:35])[C:7]1[CH:12]=[CH:11][CH:10]=[C:9]([CH2:13][CH:14]([NH:28][C:29](=[O:32])[CH2:30][CH3:31])[B:15]2[O:23][CH:22]3[C:17]([CH3:27])([CH:18]4[CH2:24][CH:20]([CH2:21]3)[C:19]4([CH3:26])[CH3:25])[O:16]2)[C:8]=1[O:33][CH3:34])(C)(C)C.FC(F)(F)C(O)=O. (4) Given the product [CH:1]([O:4][C:5]1[CH:6]=[CH:7][C:8]([NH:11][C:12]([N:14]2[CH2:19][CH2:18][CH:17]([C:20]3[C:29]4[C:24](=[CH:25][CH:26]=[C:27]([C:30]#[C:31][CH2:32][N:40]([CH2:41][CH3:42])[CH2:38][CH3:39])[CH:28]=4)[N:23]=[CH:22][N:21]=3)[CH2:16][CH2:15]2)=[O:13])=[CH:9][CH:10]=1)([CH3:3])[CH3:2], predict the reactants needed to synthesize it. The reactants are: [CH:1]([O:4][C:5]1[CH:10]=[CH:9][C:8]([NH:11][C:12]([N:14]2[CH2:19][CH2:18][CH:17]([C:20]3[C:29]4[C:24](=[CH:25][CH:26]=[C:27]([C:30]#[C:31][CH2:32]OS(C)(=O)=O)[CH:28]=4)[N:23]=[CH:22][N:21]=3)[CH2:16][CH2:15]2)=[O:13])=[CH:7][CH:6]=1)([CH3:3])[CH3:2].[CH2:38]([NH:40][CH2:41][CH3:42])[CH3:39]. (5) The reactants are: [NH2:1][CH2:2][CH2:3][N:4]([CH2:8][CH2:9][NH2:10])[CH2:5][CH2:6][NH2:7].[C:11](O[C:11]([O:13][C:14]([CH3:17])([CH3:16])[CH3:15])=[O:12])([O:13][C:14]([CH3:17])([CH3:16])[CH3:15])=[O:12]. Given the product [C:14]([O:13][C:11]([NH:1][CH2:2][CH2:3][N:4]([CH2:8][CH2:9][NH:10][C:11]([O:13][C:14]([CH3:17])([CH3:16])[CH3:15])=[O:12])[CH2:5][CH2:6][NH2:7])=[O:12])([CH3:17])([CH3:16])[CH3:15], predict the reactants needed to synthesize it. (6) Given the product [NH2:1][C:4]1[CH:17]=[CH:16][CH:15]=[CH:14][C:5]=1[C:6]([C:8]1[CH:13]=[CH:12][N:11]=[CH:10][CH:9]=1)=[O:7], predict the reactants needed to synthesize it. The reactants are: [N+:1]([C:4]1[CH:17]=[CH:16][CH:15]=[CH:14][C:5]=1[C:6]([C:8]1[CH:13]=[CH:12][N:11]=[CH:10][CH:9]=1)=[O:7])([O-])=O.Cl.[OH-].[Na+].